Dataset: Forward reaction prediction with 1.9M reactions from USPTO patents (1976-2016). Task: Predict the product of the given reaction. (1) The product is: [C:59]([O:58][C:56]([NH:51][C@@H:50]([CH2:54][CH2:53][C:52]([C:3]1[C:2]([Cl:1])=[CH:7][N:6]=[C:5]([C:8]([F:11])([F:10])[F:9])[CH:4]=1)=[O:55])[C:49]([O:48][CH2:46][CH3:47])=[O:63])=[O:57])([CH3:60])([CH3:62])[CH3:61]. Given the reactants [Cl:1][C:2]1[C:3](I)=[CH:4][C:5]([C:8]([F:11])([F:10])[F:9])=[N:6][CH:7]=1.ClC1C=CC(C(F)(F)F)=CC=1[C@H]1N(C(OC(C)(C)C)=O)[C@H](C(OCC)=O)CC1.C([Li])CCC.[CH2:46]([O:48][C:49](=[O:63])[C@@H:50]1[CH2:54][CH2:53][C:52](=[O:55])[N:51]1[C:56]([O:58][C:59]([CH3:62])([CH3:61])[CH3:60])=[O:57])[CH3:47].[NH4+].[Cl-], predict the reaction product. (2) Given the reactants Cl[C:2]1[C:3]2[CH:10]=[CH:9][N:8]([S:11]([C:14]3[CH:20]=[CH:19][C:17]([CH3:18])=[CH:16][CH:15]=3)(=[O:13])=[O:12])[C:4]=2[N:5]=[CH:6][N:7]=1.[C:21]([O:25][C:26](=[O:45])[NH:27][CH2:28][C:29]1[CH:34]=[CH:33][C:32](B2OC(C)(C)C(C)(C)O2)=[CH:31][C:30]=1[F:44])([CH3:24])([CH3:23])[CH3:22].C(=O)([O-])[O-].[K+].[K+].COCCOC, predict the reaction product. The product is: [C:21]([O:25][C:26](=[O:45])[NH:27][CH2:28][C:29]1[CH:34]=[CH:33][C:32]([C:2]2[C:3]3[CH:10]=[CH:9][N:8]([S:11]([C:14]4[CH:20]=[CH:19][C:17]([CH3:18])=[CH:16][CH:15]=4)(=[O:13])=[O:12])[C:4]=3[N:5]=[CH:6][N:7]=2)=[CH:31][C:30]=1[F:44])([CH3:24])([CH3:22])[CH3:23]. (3) Given the reactants [NH2:1][C:2]1[CH:10]=[CH:9][C:5]([C:6]([OH:8])=[O:7])=[CH:4][CH:3]=1.N1C=CC=CC=1.[F:17][C:18]1[CH:23]=[C:22]([F:24])[CH:21]=[CH:20][C:19]=1[S:25](Cl)(=[O:27])=[O:26], predict the reaction product. The product is: [F:17][C:18]1[CH:23]=[C:22]([F:24])[CH:21]=[CH:20][C:19]=1[S:25]([NH:1][C:2]1[CH:10]=[CH:9][C:5]([C:6]([OH:8])=[O:7])=[CH:4][CH:3]=1)(=[O:27])=[O:26]. (4) Given the reactants C[O:2][C:3](=O)[C:4]1[CH:9]=[C:8]([CH3:10])[C:7]([F:11])=[CH:6][C:5]=1[F:12].[H-].[Al+3].[Li+].[H-].[H-].[H-], predict the reaction product. The product is: [F:12][C:5]1[CH:6]=[C:7]([F:11])[C:8]([CH3:10])=[CH:9][C:4]=1[CH2:3][OH:2].